Dataset: Full USPTO retrosynthesis dataset with 1.9M reactions from patents (1976-2016). Task: Predict the reactants needed to synthesize the given product. (1) Given the product [C:13]([O-:32])(=[O:31])[CH2:14][CH2:15][CH2:16][CH2:17][CH2:18][CH2:19][CH2:20]/[CH:21]=[CH:22]\[CH2:23][CH2:24][CH2:25][CH2:26][CH2:27][CH2:28][CH2:29][CH3:30].[Pb+2:8].[C:33]([O-:52])(=[O:51])[CH2:34][CH2:35][CH2:36][CH2:37][CH2:38][CH2:39][CH2:40]/[CH:41]=[CH:42]\[CH2:43][CH2:44][CH2:45][CH2:46][CH2:47][CH2:48][CH2:49][CH3:50], predict the reactants needed to synthesize it. The reactants are: O.O.O.C([O-])(=O)C.[Pb+2:8].C([O-])(=O)C.[C:13]([OH:32])(=[O:31])[CH2:14][CH2:15][CH2:16][CH2:17][CH2:18][CH2:19][CH2:20]/[CH:21]=[CH:22]\[CH2:23][CH2:24][CH2:25][CH2:26][CH2:27][CH2:28][CH2:29][CH3:30].[C:33]([O-:52])(=[O:51])[CH2:34][CH2:35][CH2:36][CH2:37][CH2:38][CH2:39][CH2:40]/[CH:41]=[CH:42]\[CH2:43][CH2:44][CH2:45][CH2:46][CH2:47][CH2:48][CH2:49][CH3:50]. (2) Given the product [F:1][C:2]1[CH:7]=[CH:6][C:5]([C:8]#[C:9][C:16]([O:18][CH3:19])=[O:17])=[CH:4][CH:3]=1, predict the reactants needed to synthesize it. The reactants are: [F:1][C:2]1[CH:7]=[CH:6][C:5]([C:8]#[CH:9])=[CH:4][CH:3]=1.C([Li])CCC.Cl[C:16]([O:18][CH3:19])=[O:17].O. (3) Given the product [ClH:41].[CH3:44][O:45][C:22](=[O:31])[NH:19][C@@H:12]1[CH2:11][CH2:10][C:8]2[N:9]=[C:5]([NH:4][C:1](=[O:3])[CH3:2])[S:6][C:7]=2[CH2:13]1, predict the reactants needed to synthesize it. The reactants are: [C:1]([NH:4][C:5]1[S:6][C:7]2[CH2:13][C@H:12](C(O)=O)[CH2:11][CH2:10][C:8]=2[N:9]=1)(=[O:3])[CH3:2].C([N:19]([CH2:22]C)CC)C.C1(P(N=[N+]=[N-])(C2C=CC=CC=2)=[O:31])C=CC=CC=1.[ClH:41].CN(C)[CH:44]=[O:45].